This data is from Catalyst prediction with 721,799 reactions and 888 catalyst types from USPTO. The task is: Predict which catalyst facilitates the given reaction. (1) Reactant: [Cl:1][CH2:2][C:3]([O:5][CH2:6][CH3:7])=[O:4].[CH:8](OCC)=[O:9].CC(C)([O-])C.[K+:18]. Product: [Cl:1]/[C:2](/[C:3]([O:5][CH2:6][CH3:7])=[O:4])=[CH:8]/[O-:9].[K+:18]. The catalyst class is: 1. (2) Reactant: [Cl:1][C:2]1[CH:3]=[C:4]([CH:8]=[C:9]([Cl:14])[C:10]=1[O:11][CH2:12][CH3:13])[C:5]([OH:7])=O.CC[N:17]([CH:21]([CH3:23])[CH3:22])C(C)C.CN(C([O:31]N1N=NC2C=CC=NC1=2)=[N+](C)C)C.F[P-](F)(F)(F)(F)F.[CH2:48]([O:50][C:51]1C(C(F)(F)F)=C[C:54]([N+]([O-])=O)=[CH:53][C:52]=1[C:64](F)(F)F)C.Cl. Product: [Cl:14][C:9]1[CH:8]=[C:4]([CH:3]=[C:2]([Cl:1])[C:10]=1[O:11][CH2:12][CH3:13])[C:5]([NH:17][C:21]1[CH:22]=[CH:64][C:52]([C:51]([O:50][CH3:48])=[O:31])=[C:53]([CH3:54])[CH:23]=1)=[O:7]. The catalyst class is: 3.